Dataset: Reaction yield outcomes from USPTO patents with 853,638 reactions. Task: Predict the reaction yield, written as a fraction of the theoretical maximum amount of product (1.0 means a 100% yield; for example, 0.34 means a 34% yield). (1) The reactants are C(O[C:6]([N:8](C)[C:9]1[N:14]=[C:13]([CH2:15][CH:16]2[CH2:19][N:18]([C:20]3[CH:42]=[CH:41][C:23]([CH2:24][C@@H:25]([C:37]([O:39][CH3:40])=[O:38])[NH:26][C:27](=[O:36])[C:28]4[C:33]([Cl:34])=[CH:32][CH:31]=[CH:30][C:29]=4[Cl:35])=[CH:22][CH:21]=3)[CH2:17]2)[CH:12]=[CH:11][CH:10]=1)=O)(C)(C)C. The catalyst is C(O)(C(F)(F)F)=O. The product is [Cl:34][C:33]1[CH:32]=[CH:31][CH:30]=[C:29]([Cl:35])[C:28]=1[C:27]([NH:26][C@H:25]([C:37]([O:39][CH3:40])=[O:38])[CH2:24][C:23]1[CH:22]=[CH:21][C:20]([N:18]2[CH2:17][CH:16]([CH2:15][C:13]3[CH:12]=[CH:11][CH:10]=[C:9]([NH:8][CH3:6])[N:14]=3)[CH2:19]2)=[CH:42][CH:41]=1)=[O:36]. The yield is 0.830. (2) The reactants are [CH:1]([NH:4][C:5]([C:7]1[N:8]([CH3:34])[C:9]([CH2:22][NH:23][S:24]([C:27]2[CH:32]=[CH:31][C:30]([Cl:33])=[CH:29][CH:28]=2)(=[O:26])=[O:25])=[CH:10][C:11](=[O:21])[C:12]=1[O:13]CC1C=CC=CC=1)=[O:6])([CH3:3])[CH3:2].C1(S(C(N)C2N(C)C(C(O)=O)=C(O)C(=O)C=2)(=O)=O)C=CC=CC=1. No catalyst specified. The product is [CH:1]([NH:4][C:5]([C:7]1[N:8]([CH3:34])[C:9]([CH2:22][NH:23][S:24]([C:27]2[CH:28]=[CH:29][C:30]([Cl:33])=[CH:31][CH:32]=2)(=[O:25])=[O:26])=[CH:10][C:11](=[O:21])[C:12]=1[OH:13])=[O:6])([CH3:3])[CH3:2]. The yield is 0.506. (3) The reactants are [F:1][C:2]1[CH:7]=[CH:6][C:5]([CH2:8][C:9]([OH:11])=O)=[C:4]([C:12]([F:15])([F:14])[F:13])[CH:3]=1.C(Cl)(=O)C(Cl)=O.[NH2:22][C:23](=[N:29]O)[C:24]([O:26][CH2:27][CH3:28])=[O:25].C(N(CC)C(C)C)(C)C. The catalyst is ClCCl.N1C=CC=CC=1.CN(C=O)C. The product is [F:1][C:2]1[CH:7]=[CH:6][C:5]([CH2:8][C:9]2[O:11][N:29]=[C:23]([C:24]([O:26][CH2:27][CH3:28])=[O:25])[N:22]=2)=[C:4]([C:12]([F:15])([F:14])[F:13])[CH:3]=1. The yield is 0.100. (4) The reactants are [CH3:1][O:2][C:3]1[N:4]=[CH:5][N:6]([CH3:10])[C:7]=1[CH2:8][NH2:9].[O-]S([O-])(=O)=O.[Na+].[Na+].[OH-].[K+].Br[CH2:21][CH2:22][CH2:23][C:24](Cl)=[O:25].[H-].[Na+]. The catalyst is C(Cl)Cl.[Br-].C([N+](CCCC)(CCCC)CCCC)CCC. The product is [CH3:1][O:2][C:3]1[N:4]=[CH:5][N:6]([CH3:10])[C:7]=1[CH2:8][N:9]1[CH2:21][CH2:22][CH2:23][C:24]1=[O:25]. The yield is 0.270. (5) The reactants are [CH3:1][C@H:2]1[C@@H:7]2[CH2:8][CH2:9][C:10]([CH3:12])=[CH:11][C@@H:6]2[C@H:5]([C@H:13]([C:15]([OH:17])=[O:16])[CH3:14])[CH2:4][CH2:3]1.C(O)(C(F)(F)F)=[O:19].[O:25]=[O:26]. The catalyst is ClCCl.C1C=CC(C2C3NC(C(C4C=CC=CC=4)=C4C=CC(=C(C5C=CC=CC=5)C5C=CC(=C(C6C=CC=CC=6)C6C=CC=2N=6)N=5)N4)=CC=3)=CC=1. The product is [CH3:1][C@H:2]1[C@@H:7]2[CH2:8][CH2:9][C@:10]3([CH3:12])[O:25][O:26][C@:6]42[C@H:5]([C@@H:13]([CH3:14])[C:15]([O:17][C@@H:11]4[O:19]3)=[O:16])[CH2:4][CH2:3]1. The yield is 0.500. (6) The reactants are C1[CH:5]2[C@@H:6]3[CH:10]=[CH:9][C@H:8]([CH:4]2C=C1)[CH2:7]3.[C:11]([O:15][CH3:16])(=[O:14])C=C.C1(C=CC(O)=CC=1)O. No catalyst specified. The product is [CH3:16][O:15][C:11]([C:6]12[CH2:7][CH:8]([CH2:4][CH2:5]1)[CH:9]=[CH:10]2)=[O:14]. The yield is 0.748. (7) The yield is 0.940. The catalyst is CO. The product is [CH3:30][O:29][C:27]([C:11]1[NH:10][CH:15]([C:16]2[CH:21]=[CH:20][C:19]([Cl:22])=[C:18]([O:23][CH3:24])[C:17]=2[F:25])[CH2:14][C:13](=[O:26])[CH:12]=1)=[O:28]. The reactants are C1(OC([N:10]2[CH:15]([C:16]3[CH:21]=[CH:20][C:19]([Cl:22])=[C:18]([O:23][CH3:24])[C:17]=3[F:25])[CH2:14][C:13](=[O:26])[CH:12]=[C:11]2[C:27]([O:29][CH3:30])=[O:28])=O)C=CC=CC=1.C[O-].[Na+]. (8) The reactants are CCN(C(C)C)C(C)C.[F:10][C:11]1[CH2:16][C:15]([F:20])([C:17]([OH:19])=O)[CH:14]=[CH:13][C:12]=1[C:21]1[CH:26]=[CH:25][CH:24]=[CH:23][CH:22]=1.C1C=CC2N(O)N=NC=2C=1.CCN=C=NCCCN(C)C.Cl.[NH2:49][CH2:50][C:51]([N:53]1[CH2:58][CH2:57][N:56]([C:59](=[O:70])[C:60]2[CH:65]=[CH:64][CH:63]=[CH:62][C:61]=2[C:66]([F:69])([F:68])[F:67])[CH2:55][CH2:54]1)=[O:52]. The catalyst is CN(C=O)C.O. The product is [O:52]=[C:51]([N:53]1[CH2:54][CH2:55][N:56]([C:59](=[O:70])[C:60]2[CH:65]=[CH:64][CH:63]=[CH:62][C:61]=2[C:66]([F:69])([F:68])[F:67])[CH2:57][CH2:58]1)[CH2:50][NH:49][C:17]([C:15]1([F:20])[CH:14]=[CH:13][C:12]([C:21]2[CH:26]=[CH:25][CH:24]=[CH:23][CH:22]=2)=[C:11]([F:10])[CH2:16]1)=[O:19]. The yield is 0.504.